This data is from Catalyst prediction with 721,799 reactions and 888 catalyst types from USPTO. The task is: Predict which catalyst facilitates the given reaction. (1) Reactant: C([Li])CCC.Br[C:7]1[CH:8]=[C:9]([NH:16][C:17](=[O:23])[O:18][C:19]([CH3:22])([CH3:21])[CH3:20])[C:10]2[O:14][CH2:13][O:12][C:11]=2[CH:15]=1.CN([CH:27]=[O:28])C.C(=O)(O)[O-].[Na+]. Product: [CH:27]([C:7]1[CH:8]=[C:9]([NH:16][C:17](=[O:23])[O:18][C:19]([CH3:22])([CH3:21])[CH3:20])[C:10]2[O:14][CH2:13][O:12][C:11]=2[CH:15]=1)=[O:28]. The catalyst class is: 1. (2) Reactant: Cl[C:2]1[N:10]=[CH:9][N:8]=[C:7]2[C:3]=1[N:4]=[CH:5][N:6]2[CH:11]=[CH2:12].[CH3:13][NH2:14].O.Cl.CN. Product: [CH3:13][NH:14][C:2]1[N:10]=[CH:9][N:8]=[C:7]2[C:3]=1[N:4]=[CH:5][N:6]2[CH:11]=[CH2:12]. The catalyst class is: 1. (3) Reactant: [C:1]([OH:4])(=[S:3])[CH3:2].C[O-].[Na+].Br[CH2:9][CH2:10][CH2:11][CH2:12][CH2:13]/[CH:14]=[CH:15]\[CH2:16][CH2:17][CH2:18][CH2:19][CH2:20][CH2:21][CH3:22].Cl. Product: [CH2:9]([CH2:2][C:1]([OH:4])=[S:3])[CH2:10][CH2:11][CH2:12][CH2:13]/[CH:14]=[CH:15]\[CH2:16][CH2:17][CH2:18][CH2:19][CH2:20][CH2:21][CH3:22]. The catalyst class is: 24.